Dataset: Full USPTO retrosynthesis dataset with 1.9M reactions from patents (1976-2016). Task: Predict the reactants needed to synthesize the given product. (1) The reactants are: [F:1][C:2]1[CH:7]=[CH:6][C:5]([OH:8])=[C:4]([C:9]([C:11]2[CH:12]=[N:13][N:14]([C:16]3[CH:21]=[CH:20][CH:19]=[CH:18][CH:17]=3)[CH:15]=2)=[O:10])[CH:3]=1.Br[CH2:23][C:24]([O:26][CH2:27][CH3:28])=[O:25]. Given the product [F:1][C:2]1[CH:7]=[CH:6][C:5]([O:8][CH2:23][C:24]([O:26][CH2:27][CH3:28])=[O:25])=[C:4]([C:9]([C:11]2[CH:12]=[N:13][N:14]([C:16]3[CH:17]=[CH:18][CH:19]=[CH:20][CH:21]=3)[CH:15]=2)=[O:10])[CH:3]=1, predict the reactants needed to synthesize it. (2) Given the product [C:3]([O:7][C:8]([N:10]1[C:18]2[C:13](=[CH:14][C:15]([N:19]([C:20](=[O:27])[C:21]3[CH:22]=[CH:23][CH:24]=[CH:25][CH:26]=3)[CH3:28])=[CH:16][CH:17]=2)[CH2:12][CH2:11]1)=[O:9])([CH3:6])([CH3:4])[CH3:5], predict the reactants needed to synthesize it. The reactants are: [H-].[Na+].[C:3]([O:7][C:8]([N:10]1[C:18]2[C:13](=[CH:14][C:15]([NH:19][C:20](=[O:27])[C:21]3[CH:26]=[CH:25][CH:24]=[CH:23][CH:22]=3)=[CH:16][CH:17]=2)[CH2:12][CH2:11]1)=[O:9])([CH3:6])([CH3:5])[CH3:4].[CH3:28]I.